Dataset: NCI-60 drug combinations with 297,098 pairs across 59 cell lines. Task: Regression. Given two drug SMILES strings and cell line genomic features, predict the synergy score measuring deviation from expected non-interaction effect. (1) Drug 1: C1=NC2=C(N1)C(=S)N=CN2. Drug 2: CC1CCCC2(C(O2)CC(NC(=O)CC(C(C(=O)C(C1O)C)(C)C)O)C(=CC3=CSC(=N3)C)C)C. Cell line: SNB-19. Synergy scores: CSS=49.6, Synergy_ZIP=0.726, Synergy_Bliss=0.858, Synergy_Loewe=-11.1, Synergy_HSA=-0.282. (2) Drug 1: C1C(C(OC1N2C=C(C(=O)NC2=O)F)CO)O. Synergy scores: CSS=6.39, Synergy_ZIP=-2.42, Synergy_Bliss=-2.23, Synergy_Loewe=0.327, Synergy_HSA=0.0474. Cell line: T-47D. Drug 2: CN(C(=O)NC(C=O)C(C(C(CO)O)O)O)N=O. (3) Drug 1: CC1C(C(CC(O1)OC2CC(CC3=C2C(=C4C(=C3O)C(=O)C5=C(C4=O)C(=CC=C5)OC)O)(C(=O)C)O)N)O.Cl. Drug 2: CCCS(=O)(=O)NC1=C(C(=C(C=C1)F)C(=O)C2=CNC3=C2C=C(C=N3)C4=CC=C(C=C4)Cl)F. Cell line: BT-549. Synergy scores: CSS=3.50, Synergy_ZIP=-5.60, Synergy_Bliss=-5.15, Synergy_Loewe=-32.1, Synergy_HSA=-7.42. (4) Drug 1: CCCCCOC(=O)NC1=NC(=O)N(C=C1F)C2C(C(C(O2)C)O)O. Drug 2: C1=CC=C(C=C1)NC(=O)CCCCCCC(=O)NO. Synergy scores: CSS=5.49, Synergy_ZIP=-2.92, Synergy_Bliss=-4.60, Synergy_Loewe=-3.96, Synergy_HSA=-2.65. Cell line: EKVX. (5) Drug 1: C#CCC(CC1=CN=C2C(=N1)C(=NC(=N2)N)N)C3=CC=C(C=C3)C(=O)NC(CCC(=O)O)C(=O)O. Drug 2: B(C(CC(C)C)NC(=O)C(CC1=CC=CC=C1)NC(=O)C2=NC=CN=C2)(O)O. Cell line: TK-10. Synergy scores: CSS=35.8, Synergy_ZIP=-1.20, Synergy_Bliss=-3.22, Synergy_Loewe=-4.21, Synergy_HSA=-3.01.